Dataset: Reaction yield outcomes from USPTO patents with 853,638 reactions. Task: Predict the reaction yield, written as a fraction of the theoretical maximum amount of product (1.0 means a 100% yield; for example, 0.34 means a 34% yield). (1) The reactants are [CH2:1]([NH2:8])[C:2]1[CH:7]=[CH:6][CH:5]=[CH:4][CH:3]=1.[F:9][C:10]([F:36])([F:35])[C:11]1[CH:16]=[CH:15][C:14]([C:17]2[C:18]([C:23]([NH:25][C:26]3[CH:27]=[C:28]([C:32](O)=[O:33])[N:29]([CH3:31])[CH:30]=3)=[O:24])=[CH:19][CH:20]=[CH:21][CH:22]=2)=[CH:13][CH:12]=1.CN(C(ON1N=NC2C=CC=CC1=2)=[N+](C)C)C.[B-](F)(F)(F)F.C(N(C(C)C)C(C)C)C. The catalyst is CN(C)C=O.ClCCl.C(O)C. The product is [CH2:1]([NH:8][C:32]([C:28]1[N:29]([CH3:31])[CH:30]=[C:26]([NH:25][C:23]([C:18]2[C:17]([C:14]3[CH:13]=[CH:12][C:11]([C:10]([F:36])([F:9])[F:35])=[CH:16][CH:15]=3)=[CH:22][CH:21]=[CH:20][CH:19]=2)=[O:24])[CH:27]=1)=[O:33])[C:2]1[CH:7]=[CH:6][CH:5]=[CH:4][CH:3]=1. The yield is 1.00. (2) The reactants are [O:1]([P:8]([NH:17][C:18]1[S:19][C:20]([C:23]([O:25]C)=[O:24])=[CH:21][N:22]=1)([O:10][C:11]1[CH:16]=[CH:15][CH:14]=[CH:13][CH:12]=1)=[O:9])[C:2]1[CH:7]=[CH:6][CH:5]=[CH:4][CH:3]=1.CO.[OH-].[K+].Cl. The catalyst is O. The product is [O:10]([P:8]([NH:17][C:18]1[S:19][C:20]([C:23]([OH:25])=[O:24])=[CH:21][N:22]=1)([O:1][C:2]1[CH:7]=[CH:6][CH:5]=[CH:4][CH:3]=1)=[O:9])[C:11]1[CH:12]=[CH:13][CH:14]=[CH:15][CH:16]=1. The yield is 0.940. (3) The reactants are C(OC(=O)[NH:10]/[C:11](/[NH:23][C:24]1[C:25]([CH3:41])=[N:26][CH:27]=[C:28]([CH2:30][CH2:31][CH2:32][NH:33][C:34]([O:36][C:37]([CH3:40])([CH3:39])[CH3:38])=[O:35])[CH:29]=1)=[N:12]\C(=O)OCC1C=CC=CC=1)C1C=CC=CC=1. The catalyst is CO.[OH-].[OH-].[Pd+2]. The product is [NH2:12][C:11]([NH:23][C:24]1[CH:29]=[C:28]([CH2:30][CH2:31][CH2:32][NH:33][C:34](=[O:35])[O:36][C:37]([CH3:39])([CH3:38])[CH3:40])[CH:27]=[N:26][C:25]=1[CH3:41])=[NH:10]. The yield is 0.990. (4) The catalyst is C(O)C. The reactants are [C:1]1([CH:7]([NH:29]S(C(C)(C)C)=O)[C:8]2[CH:13]=[CH:12][C:11]([C:14]3[N:22]=[CH:21][N:20]=[C:19]4[C:15]=3[N:16]=[CH:17][N:18]4C3CCCCO3)=[CH:10][CH:9]=2)[CH:6]=[CH:5][CH:4]=[CH:3][CH:2]=1.Cl. The yield is 0.530. The product is [C:1]1([CH:7]([NH2:29])[C:8]2[CH:13]=[CH:12][C:11]([C:14]3[N:22]=[CH:21][N:20]=[C:19]4[C:15]=3[N:16]=[CH:17][NH:18]4)=[CH:10][CH:9]=2)[CH:2]=[CH:3][CH:4]=[CH:5][CH:6]=1. (5) The reactants are C[Si]([N-][Si](C)(C)C)(C)C.[K+].[Br:11][C:12]1[CH:17]=[CH:16][C:15]([CH:18]([CH2:26][NH:27][C:28]([O:30][C:31]([CH3:34])([CH3:33])[CH3:32])=[O:29])[CH2:19][CH2:20]OS(C)(=O)=O)=[C:14]([CH3:35])[CH:13]=1. The catalyst is C1COCC1. The product is [C:31]([O:30][C:28]([N:27]1[CH2:20][CH2:19][CH:18]([C:15]2[CH:16]=[CH:17][C:12]([Br:11])=[CH:13][C:14]=2[CH3:35])[CH2:26]1)=[O:29])([CH3:34])([CH3:33])[CH3:32]. The yield is 0.950.